Dataset: Full USPTO retrosynthesis dataset with 1.9M reactions from patents (1976-2016). Task: Predict the reactants needed to synthesize the given product. (1) Given the product [C:1]([N:4]1[CH2:9][CH2:8][CH2:7][C:6]([CH2:28][C:29]([OH:31])=[O:30])([CH2:10][C:11]2[CH:16]=[CH:15][C:14]([O:17][CH2:18][CH2:19][CH2:20][NH:21][C:22]3[CH:27]=[CH:26][CH:25]=[CH:24][N:23]=3)=[CH:13][CH:12]=2)[CH2:5]1)(=[O:3])[CH3:2], predict the reactants needed to synthesize it. The reactants are: [C:1]([N:4]1[CH2:9][CH2:8][CH2:7][C:6]([CH2:28][C:29]([O:31]CC)=[O:30])([CH2:10][C:11]2[CH:16]=[CH:15][C:14]([O:17][CH2:18][CH2:19][CH2:20][NH:21][C:22]3[CH:27]=[CH:26][CH:25]=[CH:24][N:23]=3)=[CH:13][CH:12]=2)[CH2:5]1)(=[O:3])[CH3:2].FC(F)(F)C(O)=O. (2) The reactants are: [NH2:1][C:2]1[C:7]([CH2:8]O)=[CH:6][N:5]=[C:4]([CH2:10][CH3:11])[N:3]=1.[Cl:12]CCl.C1(C)C=CC=CC=1.S(Cl)([Cl:24])=O. Given the product [ClH:12].[NH2:1][C:2]1[C:7]([CH2:8][Cl:24])=[CH:6][N:5]=[C:4]([CH2:10][CH3:11])[N:3]=1, predict the reactants needed to synthesize it. (3) The reactants are: [C:1](O)(=O)[CH2:2][CH2:3][CH2:4][CH2:5][CH2:6][CH2:7][CH3:8].[CH3:11][CH2:12]CCCCCC. Given the product [CH2:8]=[CH:7][CH2:6][CH2:5][CH2:4][CH2:3][CH2:2][CH2:1][CH2:11][CH3:12], predict the reactants needed to synthesize it. (4) Given the product [Cl:12][CH2:10][CH2:9][CH2:8][C:5]1[CH:6]=[CH:7][C:2]([OH:1])=[CH:3][CH:4]=1, predict the reactants needed to synthesize it. The reactants are: [OH:1][C:2]1[CH:7]=[CH:6][C:5]([CH2:8][CH2:9][CH2:10]O)=[CH:4][CH:3]=1.[ClH:12].